This data is from Reaction yield outcomes from USPTO patents with 853,638 reactions. The task is: Predict the reaction yield, written as a fraction of the theoretical maximum amount of product (1.0 means a 100% yield; for example, 0.34 means a 34% yield). (1) The reactants are [NH2:1][C:2]1[CH:3]=[CH:4][C:5]([C:9]([CH3:12])([CH3:11])[CH3:10])=[C:6]([OH:8])[CH:7]=1.[C:13]1(=O)[C:21]2[C:16](=[CH:17][CH:18]=[CH:19][CH:20]=2)[C:15](=[O:22])[O:14]1.C(N(CC)CC)C. The catalyst is C1(C)C=CC=CC=1.C(OCC)(=O)C. The product is [C:9]([C:5]1[CH:4]=[CH:3][C:2]([N:1]2[C:13](=[O:14])[C:21]3[C:16](=[CH:17][CH:18]=[CH:19][CH:20]=3)[C:15]2=[O:22])=[CH:7][C:6]=1[OH:8])([CH3:12])([CH3:11])[CH3:10]. The yield is 0.840. (2) The reactants are [CH3:1][N:2]([CH3:43])[CH2:3][CH2:4][NH:5][C:6]([C:8]1[C:9]([CH3:42])=[C:10]([O:15][C:16]2[C:21]([Br:22])=[CH:20][N:19]=[C:18]([NH:23][C:24]3[S:28][N:27]=[C:26]([CH:29]4[CH2:34][CH2:33][N:32](C(OC(C)(C)C)=O)[CH2:31][CH2:30]4)[N:25]=3)[CH:17]=2)[C:11]([CH3:14])=[N:12][CH:13]=1)=[O:7].[Cl:44]CCl.[ClH:47]. The catalyst is CO. The product is [ClH:44].[ClH:47].[Br:22][C:21]1[C:16]([O:15][C:10]2[C:11]([CH3:14])=[N:12][CH:13]=[C:8]([C:9]=2[CH3:42])[C:6]([NH:5][CH2:4][CH2:3][N:2]([CH3:1])[CH3:43])=[O:7])=[CH:17][C:18]([NH:23][C:24]2[S:28][N:27]=[C:26]([CH:29]3[CH2:30][CH2:31][NH:32][CH2:33][CH2:34]3)[N:25]=2)=[N:19][CH:20]=1. The yield is 1.00. (3) The reactants are [Cl:1][C:2]1[CH:10]=[CH:9][C:5]([CH2:6][C:7]#[N:8])=[CH:4][CH:3]=1.[Cl:11][C:12]1[CH:13]=[C:14]([CH:17]=[CH:18][CH:19]=1)[CH:15]=O.[OH-].[Na+]. The yield is 0.851. The catalyst is CC(O)C. The product is [Cl:11][C:12]1[CH:13]=[C:14](/[CH:15]=[C:6](/[C:5]2[CH:9]=[CH:10][C:2]([Cl:1])=[CH:3][CH:4]=2)\[C:7]#[N:8])[CH:17]=[CH:18][CH:19]=1. (4) The reactants are [Br:1][C:2]1[CH:7]=[CH:6][C:5]([C:8]([C:10]([C:12]2[CH:17]=[CH:16][C:15]([Br:18])=[CH:14][CH:13]=2)=O)=O)=[CH:4][CH:3]=1.[C:19]1([NH2:26])[CH:24]=[CH:23][CH:22]=[CH:21][C:20]=1[NH2:25]. The catalyst is C(Cl)(Cl)Cl. The product is [Br:1][C:2]1[CH:7]=[CH:6][C:5]([C:8]2[C:10]([C:12]3[CH:17]=[CH:16][C:15]([Br:18])=[CH:14][CH:13]=3)=[N:26][C:19]3[C:20](=[CH:21][CH:22]=[CH:23][CH:24]=3)[N:25]=2)=[CH:4][CH:3]=1. The yield is 0.990. (5) The reactants are C(Cl)Cl.[C:4]([O:8][C:9]([N:11]([CH2:34][C:35]([O:37][C:38]([CH3:41])([CH3:40])[CH3:39])=[O:36])[C:12]1[CH:17]=[CH:16][CH:15]=[C:14]([CH2:18][NH:19][CH2:20][C:21]2[CH:26]=[CH:25][C:24]([C:27]([CH3:33])([CH3:32])[CH2:28][CH2:29][CH2:30][CH3:31])=[CH:23][CH:22]=2)[N:13]=1)=[O:10])([CH3:7])([CH3:6])[CH3:5].[O:42]1[CH:46]=[CH:45][CH:44]=[C:43]1[S:47](Cl)(=[O:49])=[O:48].C(N(CC)CC)C. The catalyst is O. The product is [C:4]([O:8][C:9]([N:11]([CH2:34][C:35]([O:37][C:38]([CH3:40])([CH3:39])[CH3:41])=[O:36])[C:12]1[CH:17]=[CH:16][CH:15]=[C:14]([CH:18]([S:47]([C:43]2[O:42][CH:46]=[CH:45][CH:44]=2)(=[O:49])=[O:48])[NH:19][CH2:20][C:21]2[CH:26]=[CH:25][C:24]([C:27]([CH3:33])([CH3:32])[CH2:28][CH2:29][CH2:30][CH3:31])=[CH:23][CH:22]=2)[N:13]=1)=[O:10])([CH3:7])([CH3:5])[CH3:6]. The yield is 0.890. (6) The reactants are O=[C:2]1[CH:7]=[CH:6][NH:5][C:4]([NH:8][C:9]2[CH:16]=[CH:15][C:12]([C:13]#[N:14])=[CH:11][CH:10]=2)=[N:3]1.O=P(Cl)(Cl)[Cl:19]. No catalyst specified. The product is [Cl:19][C:2]1[CH:7]=[CH:6][N:5]=[C:4]([NH:8][C:9]2[CH:16]=[CH:15][C:12]([C:13]#[N:14])=[CH:11][CH:10]=2)[N:3]=1. The yield is 0.772. (7) The reactants are [C:1]1([C:7]2[O:11][C:10]([C:12]([NH:14][NH2:15])=O)=[N:9][N:8]=2)[CH:6]=[CH:5][CH:4]=[CH:3][CH:2]=1.Cl.[C:17](N)(=[NH:19])[CH3:18].C1(C)C(C)=CC=CC=1. No catalyst specified. The product is [CH3:18][C:17]1[NH:15][N:14]=[C:12]([C:10]2[O:11][C:7]([C:1]3[CH:6]=[CH:5][CH:4]=[CH:3][CH:2]=3)=[N:8][N:9]=2)[N:19]=1. The yield is 0.220.